Task: Predict the product of the given reaction.. Dataset: Forward reaction prediction with 1.9M reactions from USPTO patents (1976-2016) (1) Given the reactants Cl[C:2]1[CH:3]=[CH:4][C:5]2[O:9][C:8]([CH3:10])=[N:7][C:6]=2[CH:11]=1.[F-].[Cs+].C1(P(C2CCCCC2)C2C=CC=CC=2C2C=CC=CC=2N(C)C)CCCCC1.[CH3:42][O:43][C:44]([C:46]1[CH:51]=[CH:50][C:49](B(O)O)=[CH:48][CH:47]=1)=[O:45], predict the reaction product. The product is: [CH3:10][C:8]1[O:9][C:5]2[CH:4]=[CH:3][C:2]([C:49]3[CH:50]=[CH:51][C:46]([C:44]([O:43][CH3:42])=[O:45])=[CH:47][CH:48]=3)=[CH:11][C:6]=2[N:7]=1. (2) Given the reactants [F:1][C:2]([F:13])([F:12])[C:3]1[CH:11]=[CH:10][C:6]([C:7]([OH:9])=O)=[CH:5][CH:4]=1.[CH3:14][NH:15][C:16]1[CH:17]=[N:18][CH:19]=[CH:20][C:21]=1[C:22]1[CH:27]=[CH:26][CH:25]=[CH:24][C:23]=1[CH3:28].F[B-](F)(F)F.BrC1C=CC=C[N+]=1CC.CCN(C(C)C)C(C)C.C(O)(=O)CC(CC(O)=O)(C(O)=O)O, predict the reaction product. The product is: [CH3:14][N:15]([C:16]1[CH:17]=[N:18][CH:19]=[CH:20][C:21]=1[C:22]1[CH:27]=[CH:26][CH:25]=[CH:24][C:23]=1[CH3:28])[C:7](=[O:9])[C:6]1[CH:5]=[CH:4][C:3]([C:2]([F:1])([F:13])[F:12])=[CH:11][CH:10]=1. (3) Given the reactants CC(=NO)C(C)=NO.[BH4-].[Na+].[CH:11]1([CH2:17][O:18][C:19]2[CH:32]=[CH:31][C:22]([CH:23]=[C:24]3[S:28][C:27](=[O:29])[NH:26][C:25]3=[O:30])=[CH:21][CH:20]=2)[CH2:16][CH2:15][CH2:14][CH2:13][CH2:12]1.C(O)(=O)C, predict the reaction product. The product is: [CH:11]1([CH2:17][O:18][C:19]2[CH:32]=[CH:31][C:22]([CH2:23][CH:24]3[S:28][C:27](=[O:29])[NH:26][C:25]3=[O:30])=[CH:21][CH:20]=2)[CH2:16][CH2:15][CH2:14][CH2:13][CH2:12]1. (4) The product is: [Cl:11][C:12]1[C:13]([CH3:23])=[C:14]2[C:18](=[CH:19][CH:20]=1)[NH:17][C:16](=[O:21])[C:15]2([C:2]1[CH:7]=[C:6]([Cl:8])[CH:5]=[CH:4][C:3]=1[O:9][CH3:10])[OH:22]. Given the reactants Br[C:2]1[CH:7]=[C:6]([Cl:8])[CH:5]=[CH:4][C:3]=1[O:9][CH3:10].[Cl:11][C:12]1[C:13]([CH3:23])=[C:14]2[C:18](=[CH:19][CH:20]=1)[NH:17][C:16](=[O:21])[C:15]2=[O:22], predict the reaction product.